Predict the reactants needed to synthesize the given product. From a dataset of Full USPTO retrosynthesis dataset with 1.9M reactions from patents (1976-2016). (1) Given the product [C:1]([C:4]1[C:22](=[O:23])[C@@:8]2([CH3:24])[C:9]3[C:15]([OH:16])=[CH:14][C:13]([O:17][CH3:18])=[C:12]([C:19]([NH:21][CH2:37][C:30]4[C:31]5[C:36](=[CH:35][CH:34]=[CH:33][CH:32]=5)[C:27]([Cl:26])=[CH:28][C:29]=4[CH3:39])=[O:20])[C:10]=3[O:11][C:7]2=[CH:6][C:5]=1[OH:25])(=[O:3])[CH3:2], predict the reactants needed to synthesize it. The reactants are: [C:1]([C:4]1[C:22](=[O:23])[C@@:8]2([CH3:24])[C:9]3[C:15]([OH:16])=[CH:14][C:13]([O:17][CH3:18])=[C:12]([C:19]([NH2:21])=[O:20])[C:10]=3[O:11][C:7]2=[CH:6][C:5]=1[OH:25])(=[O:3])[CH3:2].[Cl:26][C:27]1[C:36]2[C:31](=[CH:32][CH:33]=[CH:34][CH:35]=2)[C:30]([CH:37]=O)=[C:29]([CH3:39])[CH:28]=1.C([SiH](CC)CC)C.FC(F)(F)C(O)=O. (2) Given the product [Cl:1][C:2]1[CH:3]=[CH:4][C:5]([OH:11])=[C:6]([CH:10]=1)[C:7]#[N:8], predict the reactants needed to synthesize it. The reactants are: [Cl:1][C:2]1[CH:3]=[CH:4][C:5]([OH:11])=[C:6]([CH:10]=1)[CH:7]=[N:8]O.P(Cl)(Cl)(Cl)=O. (3) The reactants are: Br[C:2]1[N:23]=[C:5]2[N:6]=[C:7]([CH3:22])[C:8]([C:18]([O:20][CH3:21])=[O:19])=[C:9]([C:10]3[CH:15]=[CH:14][C:13]([Cl:16])=[CH:12][C:11]=3[Cl:17])[N:4]2[N:3]=1.[NH:24]1[CH2:29][CH2:28][S:27][CH2:26][CH2:25]1. Given the product [Cl:17][C:11]1[CH:12]=[C:13]([Cl:16])[CH:14]=[CH:15][C:10]=1[C:9]1[N:4]2[N:3]=[C:2]([N:24]3[CH2:29][CH2:28][S:27][CH2:26][CH2:25]3)[N:23]=[C:5]2[N:6]=[C:7]([CH3:22])[C:8]=1[C:18]([O:20][CH3:21])=[O:19], predict the reactants needed to synthesize it. (4) Given the product [CH3:1][O:2][C:3]1[N:8]=[CH:7][C:6]([NH:9][C:10]([C:12]2[CH:13]=[C:14]([C:20]3[CH:25]=[CH:24][CH:23]=[CH:22][CH:21]=3)[C:15]([Cl:19])=[CH:16][C:17]=2[C:31]2[CH:36]=[CH:35][CH:34]=[CH:33][N:32]=2)=[O:11])=[CH:5][CH:4]=1, predict the reactants needed to synthesize it. The reactants are: [CH3:1][O:2][C:3]1[N:8]=[CH:7][C:6]([NH:9][C:10]([C:12]2[CH:13]=[C:14]([C:20]3[CH:25]=[CH:24][CH:23]=[CH:22][CH:21]=3)[C:15]([Cl:19])=[CH:16][C:17]=2Br)=[O:11])=[CH:5][CH:4]=1.C([Sn](CCCC)(CCCC)[C:31]1[CH:36]=[CH:35][CH:34]=[CH:33][N:32]=1)CCC. (5) Given the product [F:44][C:34]1[C:35]([O:42][CH3:43])=[CH:36][C:37]([O:40][CH3:41])=[C:38]([F:39])[C:33]=1[N:6]1[CH2:7][C:8]2[CH:13]=[N:12][C:11]3[N:14]([S:24]([C:27]4[CH:28]=[CH:29][CH:30]=[CH:31][CH:32]=4)(=[O:26])=[O:25])[C:15]([CH2:17][N:18]4[CH2:19][CH2:20][O:21][CH2:22][CH2:23]4)=[CH:16][C:10]=3[C:9]=2[N:4]([CH2:1][CH2:2][CH3:3])[C:5]1=[O:45], predict the reactants needed to synthesize it. The reactants are: [CH2:1]([N:4]1[C:9]2[C:10]3[CH:16]=[C:15]([CH2:17][N:18]4[CH2:23][CH2:22][O:21][CH2:20][CH2:19]4)[N:14]([S:24]([C:27]4[CH:32]=[CH:31][CH:30]=[CH:29][CH:28]=4)(=[O:26])=[O:25])[C:11]=3[N:12]=[CH:13][C:8]=2[CH2:7][N:6]([C:33]2[C:38]([F:39])=[C:37]([O:40][CH3:41])[CH:36]=[C:35]([O:42][CH3:43])[C:34]=2[F:44])[C:5]1=[O:45])[CH:2]=[CH2:3]. (6) Given the product [Br:1][C:2]1[C:6]([CH2:7][CH3:8])=[CH:5][S:4][C:3]=1[CH2:9][CH2:10][C:11]1[CH:16]=[CH:15][N:14]=[C:13]([NH2:17])[CH:12]=1, predict the reactants needed to synthesize it. The reactants are: [Br:1][C:2]1[C:6]([CH2:7][CH3:8])=[CH:5][S:4][C:3]=1[CH2:9][CH2:10][C:11]1[CH:16]=[CH:15][N:14]=[C:13]([NH:17]C(=O)OC(C)(C)C)[CH:12]=1.FC(F)(F)C(O)=O. (7) Given the product [CH3:106][N:107]([CH2:114][CH2:115][O:116][C:117]1[CH:130]=[CH:129][C:120]([CH2:121][CH:122]2[S:126][C:125](=[O:127])[NH:124][C:123]2=[O:128])=[CH:119][CH:118]=1)[C:108]1[CH:113]=[CH:112][CH:111]=[CH:110][N:109]=1.[CH3:71][CH:70]([OH:72])[CH2:69][O:68][CH2:67][C@H:59]1[O:60][C@@H:61]2[O:62][C@H:7]3[C@H:8]([OH:104])[C@@H:9]([OH:103])[C@@H:10]([O:12][C@H:13]4[C@H:18]([OH:19])[C@@H:17]([OH:20])[C@@H:16]([O:21][C@H:22]5[C@H:27]([OH:28])[C@@H:26]([OH:29])[C@@H:25]([O:30][C@H:31]6[C@H:36]([OH:37])[C@@H:35]([OH:38])[C@@H:34]([O:39][C@H:40]7[C@H:45]([OH:46])[C@@H:44]([OH:47])[C@@H:43]([O:48][C@H:49]8[C@H:54]([OH:55])[C@@H:53]([OH:56])[C@@H:52]([O:57][C@H:58]1[C@H:64]([OH:65])[C@H:63]2[OH:66])[O:51][C@@H:50]8[CH2:73][O:74][CH2:75][CH:76]([OH:78])[CH3:77])[O:42][C@@H:41]7[CH2:79][O:80][CH2:81][CH:82]([OH:84])[CH3:83])[O:33][C@@H:32]6[CH2:85][O:86][CH2:87][CH:88]([OH:90])[CH3:89])[O:24][C@@H:23]5[CH2:91][O:92][CH2:93][CH:94]([OH:96])[CH3:95])[O:15][C@@H:14]4[CH2:97][O:98][CH2:99][CH:100]([OH:102])[CH3:101])[O:11][C@@H:6]3[CH2:5][O:4][CH2:3][CH:2]([OH:105])[CH3:1], predict the reactants needed to synthesize it. The reactants are: [CH3:1][CH:2]([OH:105])[CH2:3][O:4][CH2:5][C@H:6]1[O:11][C@@H:10]2[O:12][C@H:13]3[C@H:18]([OH:19])[C@@H:17]([OH:20])[C@@H:16]([O:21][C@H:22]4[C@H:27]([OH:28])[C@@H:26]([OH:29])[C@@H:25]([O:30][C@H:31]5[C@H:36]([OH:37])[C@@H:35]([OH:38])[C@@H:34]([O:39][C@H:40]6[C@H:45]([OH:46])[C@@H:44]([OH:47])[C@@H:43]([O:48][C@H:49]7[C@H:54]([OH:55])[C@@H:53]([OH:56])[C@@H:52]([O:57][C@H:58]8[C@H:64]([OH:65])[C@@H:63]([OH:66])[C@@H:61]([O:62][C@H:7]1[C@H:8]([OH:104])[C@H:9]2[OH:103])[O:60][C@@H:59]8[CH2:67][O:68][CH2:69][CH:70]([OH:72])[CH3:71])[O:51][C@@H:50]7[CH2:73][O:74][CH2:75][CH:76]([OH:78])[CH3:77])[O:42][C@@H:41]6[CH2:79][O:80][CH2:81][CH:82]([OH:84])[CH3:83])[O:33][C@@H:32]5[CH2:85][O:86][CH2:87][CH:88]([OH:90])[CH3:89])[O:24][C@@H:23]4[CH2:91][O:92][CH2:93][CH:94]([OH:96])[CH3:95])[O:15][C@@H:14]3[CH2:97][O:98][CH2:99][CH:100]([OH:102])[CH3:101].[CH3:106][N:107]([CH2:114][CH2:115][O:116][C:117]1[CH:130]=[CH:129][C:120]([CH2:121][CH:122]2[S:126][C:125](=[O:127])[NH:124][C:123]2=[O:128])=[CH:119][CH:118]=1)[C:108]1[CH:113]=[CH:112][CH:111]=[CH:110][N:109]=1.O1CCCC1. (8) Given the product [CH2:1]([C@H:8]1[CH2:12][O:11][C:10](=[O:13])[N:9]1[C:14](=[O:37])[C@H:15]([CH2:19][C:20]1[C:24]([CH:25]2[CH2:26][CH2:27]2)=[C:23]([CH:28]2[CH2:29][CH:30]([CH2:32][C:33]([CH3:36])([CH3:35])[CH3:34])[CH2:31]2)[O:22][N:21]=1)[CH2:16][CH2:17][CH2:18][OH:49])[C:2]1[CH:3]=[CH:4][CH:5]=[CH:6][CH:7]=1, predict the reactants needed to synthesize it. The reactants are: [CH2:1]([C@H:8]1[CH2:12][O:11][C:10](=[O:13])[N:9]1[C:14](=[O:37])[C@H:15]([CH2:19][C:20]1[C:24]([CH:25]2[CH2:27][CH2:26]2)=[C:23]([CH:28]2[CH2:31][CH:30]([CH2:32][C:33]([CH3:36])([CH3:35])[CH3:34])[CH2:29]2)[O:22][N:21]=1)[CH2:16][CH:17]=[CH2:18])[C:2]1[CH:7]=[CH:6][CH:5]=[CH:4][CH:3]=1.C12BC(CCC1)CCC2.C([O-])(=[O:49])C.[Na+].OO.S([O-])(O)=O.[Na+].S([O-])(O)(=O)=O.[Na+]. (9) Given the product [N+:1]([C:4]1[C:14]([C:15]([F:18])([F:17])[F:16])=[N:13][C:8]2[C:7]([C:5]=1[OH:6])=[CH:12][CH:11]=[CH:10][CH:9]=2)([O-:3])=[O:2], predict the reactants needed to synthesize it. The reactants are: [N+:1]([CH2:4][C:5]([C:7]1[CH:12]=[CH:11][CH:10]=[CH:9][C:8]=1[NH:13][C:14](=O)[C:15]([F:18])([F:17])[F:16])=[O:6])([O-:3])=[O:2].O.Cl. (10) Given the product [CH2:26]([O:33][CH2:34][CH:35]1[CH2:38][C:37]([C:2]2[CH:13]=[CH:12][C:5]([CH2:6][N:7]3[CH2:11][CH2:10][CH2:9][CH2:8]3)=[CH:4][CH:3]=2)([OH:39])[CH2:36]1)[C:27]1[CH:32]=[CH:31][CH:30]=[CH:29][CH:28]=1, predict the reactants needed to synthesize it. The reactants are: Br[C:2]1[CH:13]=[CH:12][C:5]([CH2:6][N:7]2[CH2:11][CH2:10][CH2:9][CH2:8]2)=[CH:4][CH:3]=1.CC(O)C.C(=O)=O.C([Li])CCC.[CH2:26]([O:33][CH2:34][CH:35]1[CH2:38][C:37](=[O:39])[CH2:36]1)[C:27]1[CH:32]=[CH:31][CH:30]=[CH:29][CH:28]=1.